From a dataset of Forward reaction prediction with 1.9M reactions from USPTO patents (1976-2016). Predict the product of the given reaction. (1) Given the reactants [Br:1][C:2]1[C:3](Cl)=[N:4][C:5]([Cl:8])=[N:6][CH:7]=1.C(N(C(C)C)CC)(C)C.[CH2:19]([NH2:27])[CH2:20][C:21]1[CH:26]=[CH:25][CH:24]=[CH:23][CH:22]=1, predict the reaction product. The product is: [Br:1][C:2]1[C:3]([NH:27][CH2:19][CH2:20][C:21]2[CH:26]=[CH:25][CH:24]=[CH:23][CH:22]=2)=[N:4][C:5]([Cl:8])=[N:6][CH:7]=1. (2) The product is: [Cl:1][C:2]1[N:7]=[C:6]([CH3:8])[N:5]=[C:4]([O:9][C:10]2[CH:11]=[CH:12][C:13]([CH2:16][S:17]([N:20]([CH3:21])[C:22](=[O:36])[O:31][C:32]([CH3:33])([CH3:34])[CH3:35])(=[O:19])=[O:18])=[CH:14][CH:15]=2)[CH:3]=1. Given the reactants [Cl:1][C:2]1[N:7]=[C:6]([CH3:8])[N:5]=[C:4]([O:9][C:10]2[CH:15]=[CH:14][C:13]([CH2:16][S:17]([NH:20][CH3:21])(=[O:19])=[O:18])=[CH:12][CH:11]=2)[CH:3]=1.[C:22](=[O:36])([O:31][C:32]([CH3:35])([CH3:34])[CH3:33])O[C:22]([O:31][C:32]([CH3:35])([CH3:34])[CH3:33])=[O:36], predict the reaction product. (3) Given the reactants [Cl:1][C:2]1[N:6]([C:7]2[CH:12]=[CH:11][CH:10]=[CH:9][CH:8]=2)[N:5]=[C:4]([CH3:13])[C:3]=1[CH:14]=O.[NH:16]1[C:20]2=[N:21][CH:22]=[CH:23][CH:24]=[C:19]2[CH:18]=[CH:17]1, predict the reaction product. The product is: [Cl:1][C:2]1[N:6]([C:7]2[CH:12]=[CH:11][CH:10]=[CH:9][CH:8]=2)[N:5]=[C:4]([CH3:13])[C:3]=1[CH2:14][C:18]1[C:19]2[C:20](=[N:21][CH:22]=[CH:23][CH:24]=2)[NH:16][CH:17]=1. (4) Given the reactants [CH3:1][Si:2]([CH3:18])([CH3:17])[CH2:3][CH2:4][O:5][CH2:6][N:7]1[C:11]2[CH:12]=[N:13][NH:14][C:15](=[O:16])[C:10]=2[CH:9]=[CH:8]1.C(=O)([O-])O.[Na+].S([O-])(O)=O.[Na+].[Cl-:29].[Na+], predict the reaction product. The product is: [Cl:29][C:9]1[C:10]2[C:15](=[O:16])[NH:14][N:13]=[CH:12][C:11]=2[N:7]([CH2:6][O:5][CH2:4][CH2:3][Si:2]([CH3:18])([CH3:17])[CH3:1])[CH:8]=1.